From a dataset of Reaction yield outcomes from USPTO patents with 853,638 reactions. Predict the reaction yield, written as a fraction of the theoretical maximum amount of product (1.0 means a 100% yield; for example, 0.34 means a 34% yield). The reactants are Cl[C:2]1[CH:7]=[CH:6][N:5]=[C:4]2[CH:8]=[C:9]([C:11]3[S:12][C:13]([C:17]([N:19]4[CH2:24][CH2:23][O:22][CH2:21][CH2:20]4)=[O:18])=[C:14]([CH3:16])[N:15]=3)[S:10][C:3]=12.[C:25]1([C:31]2[NH:35][NH:34][C:33](=[O:36])[CH:32]=2)[CH:30]=[CH:29][CH:28]=[CH:27][CH:26]=1. No catalyst specified. The product is [CH3:16][C:14]1[N:15]=[C:11]([C:9]2[S:10][C:3]3[C:4](=[N:5][CH:6]=[CH:7][C:2]=3[O:36][C:33]3[CH:32]=[C:31]([C:25]4[CH:30]=[CH:29][CH:28]=[CH:27][CH:26]=4)[NH:35][N:34]=3)[CH:8]=2)[S:12][C:13]=1[C:17]([N:19]1[CH2:24][CH2:23][O:22][CH2:21][CH2:20]1)=[O:18]. The yield is 0.170.